This data is from Peptide-MHC class II binding affinity with 134,281 pairs from IEDB. The task is: Regression. Given a peptide amino acid sequence and an MHC pseudo amino acid sequence, predict their binding affinity value. This is MHC class II binding data. (1) The peptide sequence is FENDEHIILYLVNFDK. The MHC is DRB3_0101 with pseudo-sequence DRB3_0101. The binding affinity (normalized) is 0. (2) The peptide sequence is DKGPGFVVTGRVYCD. The MHC is DRB1_0901 with pseudo-sequence DRB1_0901. The binding affinity (normalized) is 0.377. (3) The MHC is HLA-DQA10301-DQB10302 with pseudo-sequence HLA-DQA10301-DQB10302. The binding affinity (normalized) is 0.196. The peptide sequence is QTYYLSMEYLQGRAL. (4) The MHC is HLA-DQA10201-DQB10402 with pseudo-sequence HLA-DQA10201-DQB10402. The peptide sequence is LGLTQPFLGLCAFLA. The binding affinity (normalized) is 0. (5) The peptide sequence is YDKFLGNVSTVLTGK. The MHC is DRB1_0401 with pseudo-sequence DRB1_0401. The binding affinity (normalized) is 0.615. (6) The peptide sequence is GQNYTYKWETFLTRE. The MHC is DRB1_1302 with pseudo-sequence DRB1_1302. The binding affinity (normalized) is 0.232. (7) The peptide sequence is CAATAGTTVYGAFAA. The MHC is HLA-DQA10501-DQB10301 with pseudo-sequence HLA-DQA10501-DQB10301. The binding affinity (normalized) is 0.636.